From a dataset of Forward reaction prediction with 1.9M reactions from USPTO patents (1976-2016). Predict the product of the given reaction. Given the reactants [N:1]1([C:6]2[CH:14]=[CH:13][CH:12]=[CH:11][C:7]=2[C:8](O)=[O:9])[CH:5]=[CH:4][CH:3]=[N:2]1.[Cl-].[NH4+].Cl.C[N:19](C)CCCN=C=NCC.ON1C2N=CC=CC=2N=N1.C(N(C(C)C)CC)(C)C, predict the reaction product. The product is: [N:1]1([C:6]2[CH:14]=[CH:13][CH:12]=[CH:11][C:7]=2[C:8]([NH2:19])=[O:9])[CH:5]=[CH:4][CH:3]=[N:2]1.